Dataset: Catalyst prediction with 721,799 reactions and 888 catalyst types from USPTO. Task: Predict which catalyst facilitates the given reaction. (1) Reactant: [NH2:1][C:2]1[CH:3]=[CH:4][C:5]([O:12][CH2:13][C:14]2[CH:19]=[CH:18][C:17]([CH:20]([CH3:22])[CH3:21])=[CH:16][CH:15]=2)=[C:6]([C:8](=[O:11])[CH2:9][CH3:10])[CH:7]=1.[CH3:23][O:24][C:25]1[CH:26]=[C:27]([N:33]=[C:34]=[O:35])[CH:28]=[CH:29][C:30]=1[O:31][CH3:32]. Product: [CH3:23][O:24][C:25]1[CH:26]=[C:27]([NH:33][C:34]([NH:1][C:2]2[CH:3]=[CH:4][C:5]([O:12][CH2:13][C:14]3[CH:15]=[CH:16][C:17]([CH:20]([CH3:21])[CH3:22])=[CH:18][CH:19]=3)=[C:6]([C:8](=[O:11])[CH2:9][CH3:10])[CH:7]=2)=[O:35])[CH:28]=[CH:29][C:30]=1[O:31][CH3:32]. The catalyst class is: 1. (2) Reactant: [N+:1]([C:4]1[CH:5]=[C:6]([CH2:10][C:11]([NH:13][CH:14]2[CH2:17][O:16][CH2:15]2)=[O:12])[CH:7]=[CH:8][CH:9]=1)([O-])=O. Product: [NH2:1][C:4]1[CH:5]=[C:6]([CH2:10][C:11]([NH:13][CH:14]2[CH2:17][O:16][CH2:15]2)=[O:12])[CH:7]=[CH:8][CH:9]=1. The catalyst class is: 19. (3) Reactant: [NH2:1][C:2]1[CH:7]=[N:6][C:5](Br)=[C:4](Cl)[N:3]=1.CC(C1C=C(C(C)C)C(C2C=CC=CC=2P(C2CCCCC2)C2CCCCC2)=C(C(C)C)C=1)C.[O:44]1[CH2:49]COC[CH2:45]1. Product: [NH2:1][C:2]1[N:3]=[C:4]2[CH2:45][O:44][CH2:49][C:5]2=[N:6][CH:7]=1. The catalyst class is: 110. (4) Reactant: [C:1]([O:5][C:6]([N:8]1[CH2:12][CH2:11][C:10]([C:14]2[CH:19]=[C:18]([F:20])[CH:17]=[C:16]([F:21])[CH:15]=2)([OH:13])[CH2:9]1)=[O:7])([CH3:4])([CH3:3])[CH3:2].[H-].[Na+].I[CH3:25].[Cl-].[NH4+]. Product: [F:20][C:18]1[CH:19]=[C:14]([C:10]2([O:13][CH3:25])[CH2:11][CH2:12][N:8]([C:6]([O:5][C:1]([CH3:4])([CH3:2])[CH3:3])=[O:7])[CH2:9]2)[CH:15]=[C:16]([F:21])[CH:17]=1. The catalyst class is: 7. (5) Reactant: [I:1][C:2]1[CH:11]=[CH:10][C:5]([C:6](OC)=[O:7])=[C:4]([O:12][CH2:13][CH2:14][CH3:15])[CH:3]=1.CC(C[AlH]CC(C)C)C. Product: [I:1][C:2]1[CH:11]=[CH:10][C:5]([CH2:6][OH:7])=[C:4]([O:12][CH2:13][CH2:14][CH3:15])[CH:3]=1. The catalyst class is: 11. (6) Reactant: C(OC(=O)[NH:7][C@H:8]([CH2:23][C:24]1[CH:29]=[C:28]([F:30])[CH:27]=[CH:26][C:25]=1[F:31])[CH2:9][C:10]1[N:14]2[CH:15]=[CH:16][C:17]3[C:22]([C:13]2=[N:12][N:11]=1)=[CH:21][CH:20]=[CH:19][CH:18]=3)(C)(C)C.[ClH:33]. Product: [ClH:33].[ClH:33].[F:31][C:25]1[CH:26]=[CH:27][C:28]([F:30])=[CH:29][C:24]=1[CH2:23][C@@H:8]([NH2:7])[CH2:9][C:10]1[N:14]2[CH:15]=[CH:16][C:17]3[C:22]([C:13]2=[N:12][N:11]=1)=[CH:21][CH:20]=[CH:19][CH:18]=3. The catalyst class is: 12.